This data is from Full USPTO retrosynthesis dataset with 1.9M reactions from patents (1976-2016). The task is: Predict the reactants needed to synthesize the given product. (1) Given the product [Br:1][C:2]1[CH:3]=[N:4][CH:5]=[C:6]([CH2:8][S:9]([CH3:10])=[O:16])[CH:7]=1, predict the reactants needed to synthesize it. The reactants are: [Br:1][C:2]1[CH:3]=[N:4][CH:5]=[C:6]([CH2:8][S:9][CH3:10])[CH:7]=1.ClC1C=C(C=CC=1)C(OO)=[O:16]. (2) Given the product [CH3:17][C:12]([CH3:13])([CH3:14])[CH2:11][N:10]1[C:5]2[C:6](=[N:7][C:2]([CH2:56][CH2:55][CH2:54][C:52]#[N:53])=[CH:3][CH:4]=2)[N:8]([CH3:16])[C:9]1=[O:15], predict the reactants needed to synthesize it. The reactants are: Cl[C:2]1[N:7]=[C:6]2[N:8]([CH3:16])[C:9](=[O:15])[N:10]([CH2:11][CH:12]3[CH2:14][CH2:13]3)[C:5]2=[CH:4][CH:3]=1.[CH3:17]C(C1C=C(C(C)C)C(C2C=CC=CC=2P(C2CCCCC2)C2CCCCC2)=C(C(C)C)C=1)C.[Br-].[C:52]([CH2:54][CH2:55][CH2:56][Zn+])#[N:53].C1COCC1. (3) Given the product [C:1]([O:5][C:6]([C@@H:8]1[N:12]([CH2:13][C:14]2[CH:15]=[CH:16][CH:17]=[CH:18][CH:19]=2)[C@@H:11]([CH:20]=[CH2:21])[C@H:10]([CH2:22][O:23][Si:24]([C:27]([CH3:30])([CH3:29])[CH3:28])([CH3:26])[CH3:25])[CH2:9]1)=[O:7])([CH3:4])([CH3:3])[CH3:2], predict the reactants needed to synthesize it. The reactants are: [C:1]([O:5][C:6]([C@@H:8]1[N:12]([CH2:13][C:14]2[CH:19]=[CH:18][CH:17]=[CH:16][CH:15]=2)[C@@H:11]([CH:20]=[CH2:21])[C@H:10]([CH2:22][OH:23])[CH2:9]1)=[O:7])([CH3:4])([CH3:3])[CH3:2].[Si:24](Cl)([C:27]([CH3:30])([CH3:29])[CH3:28])([CH3:26])[CH3:25].N1C=CN=C1.